Predict the product of the given reaction. From a dataset of Forward reaction prediction with 1.9M reactions from USPTO patents (1976-2016). (1) Given the reactants C[O:2][C:3](=[O:18])[C:4]1[CH:9]=[CH:8][C:7]([CH2:10][CH:11]2[S:15][C:14](=[O:16])[NH:13][C:12]2=[O:17])=[CH:6][CH:5]=1.Cl, predict the reaction product. The product is: [O:16]=[C:14]1[NH:13][C:12](=[O:17])[CH:11]([CH2:10][C:7]2[CH:8]=[CH:9][C:4]([C:3]([OH:18])=[O:2])=[CH:5][CH:6]=2)[S:15]1. (2) Given the reactants [SnH](CCCC)(CCCC)[CH2:2][CH2:3][CH2:4]C.[CH3:22][C:21](N=N[C:21]([C:24]#[N:25])([CH3:23])[CH3:22])([C:24]#[N:25])[CH3:23].[CH2:26](Cl)Cl.N1[C:37]2[C:32](=[CH:33][CH:34]=[CH:35][CH:36]=2)[CH2:31][CH2:30]1, predict the reaction product. The product is: [CH3:26][C:21]1([CH:22]=[CH:4][CH:3]=[CH:2][CH2:23]1)[CH2:24][N:25]1[C:37]2[C:32](=[CH:33][CH:34]=[CH:35][CH:36]=2)[CH2:31][CH2:30]1. (3) The product is: [Cl:31][C:26]1[CH:25]=[C:24]([C:16]2([C:20]([F:22])([F:21])[F:23])[O:15][N:14]=[C:13]([C:10]3[CH:11]=[CH:12][C:7]([C:6]([OH:33])=[O:5])=[C:8]([CH3:32])[CH:9]=3)[C:17]2=[N:18][OH:19])[CH:29]=[C:28]([Cl:30])[CH:27]=1. Given the reactants C([O:5][C:6](=[O:33])[C:7]1[CH:12]=[CH:11][C:10]([C:13]2[C:17](=[N:18][OH:19])[C:16]([C:24]3[CH:29]=[C:28]([Cl:30])[CH:27]=[C:26]([Cl:31])[CH:25]=3)([C:20]([F:23])([F:22])[F:21])[O:15][N:14]=2)=[CH:9][C:8]=1[CH3:32])(C)(C)C.FC(F)(F)C(O)=O, predict the reaction product. (4) Given the reactants [Br:1][C:2]1[CH:3]=[CH:4][C:5]2[C@@:11]3([C:20](OC)=[O:21])[CH2:12][CH2:13][C:14]4([CH2:19][C@H:10]3[CH2:9][CH2:8][O:7][C:6]=2[CH:24]=1)[O:18][CH2:17][CH2:16][O:15]4.[Br:25][C:26]1[CH:27]=[CH:28][C:29]2[C@:35]3([C:44](OC)=[O:45])[CH2:36][CH2:37][C:38]4([CH2:43][C@@H:34]3[CH2:33][CH2:32][O:31][C:30]=2[CH:48]=1)[O:42][CH2:41][CH2:40][O:39]4.[H-].[H-].[H-].[H-].[Li+].[Al+3].[OH-].[Na+], predict the reaction product. The product is: [Br:1][C:2]1[CH:3]=[CH:4][C:5]2[C@@:11]3([CH2:20][OH:21])[CH2:12][CH2:13][C:14]4([CH2:19][C@H:10]3[CH2:9][CH2:8][O:7][C:6]=2[CH:24]=1)[O:18][CH2:17][CH2:16][O:15]4.[Br:25][C:26]1[CH:27]=[CH:28][C:29]2[C@:35]3([CH2:44][OH:45])[CH2:36][CH2:37][C:38]4([CH2:43][C@@H:34]3[CH2:33][CH2:32][O:31][C:30]=2[CH:48]=1)[O:42][CH2:41][CH2:40][O:39]4. (5) Given the reactants [Cl:1][C:2]1[CH:3]=[C:4]([CH3:16])[C:5]2[O:10][C@H:9]([CH:11]([CH3:13])[CH3:12])[C:8](=[O:14])[NH:7][C:6]=2[CH:15]=1.C(=O)([O-])[O-].[K+].[K+].[C:23]([O:27][CH3:28])(=[O:26])[CH:24]=[CH2:25].O, predict the reaction product. The product is: [CH3:28][O:27][C:23](=[O:26])[CH2:24][CH2:25][N:7]1[C:6]2[CH:15]=[C:2]([Cl:1])[CH:3]=[C:4]([CH3:16])[C:5]=2[O:10][C@H:9]([CH:11]([CH3:13])[CH3:12])[C:8]1=[O:14]. (6) Given the reactants [Br:1][C:2]1[CH:3]=[C:4]([CH:7]=O)[S:5][CH:6]=1.C([O:11][C:12](=[O:17])[CH2:13][N:14]=[N+]=[N-])C.[NH4+].[Cl-], predict the reaction product. The product is: [Br:1][C:2]1[C:3]2[NH:14][C:13]([C:12]([OH:17])=[O:11])=[CH:7][C:4]=2[S:5][CH:6]=1.